Dataset: Forward reaction prediction with 1.9M reactions from USPTO patents (1976-2016). Task: Predict the product of the given reaction. (1) Given the reactants [Cl:1][C:2]1[C:32]([CH3:33])=[C:31]([Cl:34])[CH:30]=[CH:29][C:3]=1[O:4][CH:5]1[CH2:10][CH2:9][N:8]([CH2:11][CH:12]2[CH2:17][CH2:16][N:15]([C@@H:18]([CH2:22][C:23]3[CH:28]=[CH:27][CH:26]=[CH:25][CH:24]=3)[C:19]([OH:21])=[O:20])[CH2:14][CH2:13]2)[CH2:7][CH2:6]1.[ClH:35], predict the reaction product. The product is: [ClH:1].[ClH:35].[Cl:1][C:2]1[C:32]([CH3:33])=[C:31]([Cl:34])[CH:30]=[CH:29][C:3]=1[O:4][CH:5]1[CH2:6][CH2:7][N:8]([CH2:11][CH:12]2[CH2:13][CH2:14][N:15]([C@@H:18]([CH2:22][C:23]3[CH:24]=[CH:25][CH:26]=[CH:27][CH:28]=3)[C:19]([OH:21])=[O:20])[CH2:16][CH2:17]2)[CH2:9][CH2:10]1. (2) Given the reactants Cl[CH2:2][CH2:3][CH2:4][CH2:5][C:6]1([CH2:16][CH3:17])[C:14]2[C:9](=[CH:10][CH:11]=[CH:12][CH:13]=2)[NH:8][C:7]1=[O:15].[Cl:18][C:19]1[CH:24]=[C:23]([F:25])[CH:22]=[CH:21][C:20]=1[N:26]1[CH2:31][CH2:30][NH:29][CH2:28][CH2:27]1, predict the reaction product. The product is: [Cl:18][C:19]1[CH:24]=[C:23]([F:25])[CH:22]=[CH:21][C:20]=1[N:26]1[CH2:27][CH2:28][N:29]([CH2:2][CH2:3][CH2:4][CH2:5][C:6]2([CH2:16][CH3:17])[C:14]3[C:9](=[CH:10][CH:11]=[CH:12][CH:13]=3)[NH:8][C:7]2=[O:15])[CH2:30][CH2:31]1. (3) Given the reactants [Br:1][C:2]1[CH:3]=[C:4]([C:8](=[O:15])[CH2:9][CH:10]([OH:14])[CH2:11][CH:12]=[CH2:13])[CH:5]=[CH:6][CH:7]=1.N1C=CN=C1.[C:21]([Si:25]([CH3:28])([CH3:27])Cl)([CH3:24])([CH3:23])[CH3:22], predict the reaction product. The product is: [Br:1][C:2]1[CH:3]=[C:4]([C:8](=[O:15])[CH2:9][CH:10]([O:14][Si:25]([C:21]([CH3:24])([CH3:23])[CH3:22])([CH3:28])[CH3:27])[CH2:11][CH:12]=[CH2:13])[CH:5]=[CH:6][CH:7]=1. (4) Given the reactants [Cl:1][C:2]1[CH:7]=[CH:6][C:5]([C:8]2([C:13]3[N:17]4[CH2:18][CH2:19][CH2:20][CH2:21][CH2:22][CH2:23][C:16]4=[N:15][N:14]=3)[CH2:11][C:10](=O)[CH2:9]2)=[CH:4][CH:3]=1.[CH3:24][Si]([N-][Si](C)(C)C)(C)C.[K+].C(=O)(O)[O-].[Na+], predict the reaction product. The product is: [Cl:1][C:2]1[CH:7]=[CH:6][C:5]([C:8]2([C:13]3[N:17]4[CH2:18][CH2:19][CH2:20][CH2:21][CH2:22][CH2:23][C:16]4=[N:15][N:14]=3)[CH2:11][C:10](=[CH2:24])[CH2:9]2)=[CH:4][CH:3]=1. (5) Given the reactants [N:1]1[CH:6]=[C:5]([C:7]([NH:9][C:10]2([C:13]([OH:15])=O)[CH2:12][CH2:11]2)=[O:8])[CH:4]=[N:3][CH:2]=1.C(N(CC)CC)C.CN(C(ON1N=NC2C=CC=CC1=2)=[N+](C)C)C.[B-](F)(F)(F)F.[NH2:45][CH2:46][C:47]1[N:52]=[CH:51][C:50]([NH:53][C:54]2[CH:59]=[CH:58][C:57]([Br:60])=[CH:56][C:55]=2[C:61]([F:64])([F:63])[F:62])=[CH:49][C:48]=1[F:65], predict the reaction product. The product is: [Br:60][C:57]1[CH:58]=[CH:59][C:54]([NH:53][C:50]2[CH:49]=[C:48]([F:65])[C:47]([CH2:46][NH:45][C:13]([C:10]3([NH:9][C:7]([C:5]4[CH:4]=[N:3][CH:2]=[N:1][CH:6]=4)=[O:8])[CH2:11][CH2:12]3)=[O:15])=[N:52][CH:51]=2)=[C:55]([C:61]([F:63])([F:64])[F:62])[CH:56]=1. (6) Given the reactants [Cl:1][C:2]1[CH:7]=[CH:6][C:5]([C@H:8]2[C@@H:12]([C:13]3[CH:18]=[CH:17][C:16]([Cl:19])=[CH:15][CH:14]=3)[N:11]([C:20](Cl)=[O:21])[C:10]([C:23]3[CH:28]=[CH:27][C:26]([C:29]([C:32]#[N:33])([CH3:31])[CH3:30])=[CH:25][C:24]=3[O:34][CH2:35][CH3:36])=[N:9]2)=[CH:4][CH:3]=1.[CH3:37][S:38]([CH2:41][CH2:42][CH2:43][N:44]1[CH2:49][CH2:48][NH:47][CH2:46][CH2:45]1)(=[O:40])=[O:39], predict the reaction product. The product is: [Cl:1][C:2]1[CH:3]=[CH:4][C:5]([C@H:8]2[C@@H:12]([C:13]3[CH:14]=[CH:15][C:16]([Cl:19])=[CH:17][CH:18]=3)[N:11]([C:20]([N:47]3[CH2:48][CH2:49][N:44]([CH2:43][CH2:42][CH2:41][S:38]([CH3:37])(=[O:39])=[O:40])[CH2:45][CH2:46]3)=[O:21])[C:10]([C:23]3[CH:28]=[CH:27][C:26]([C:29]([CH3:31])([CH3:30])[C:32]#[N:33])=[CH:25][C:24]=3[O:34][CH2:35][CH3:36])=[N:9]2)=[CH:6][CH:7]=1. (7) Given the reactants [C:1]([O:5][C:6]([N:8]1[CH2:13][CH2:12][CH:11]([NH:14][N:15]([C:17](=[O:26])[CH2:18][C:19]2[CH:24]=[CH:23][C:22]([F:25])=[CH:21][CH:20]=2)[CH3:16])[CH2:10][CH2:9]1)=[O:7])([CH3:4])([CH3:3])[CH3:2].[CH3:27][S:28][C:29]1[N:34]=[C:33]([C:35](Cl)=[O:36])[CH:32]=[CH:31][N:30]=1, predict the reaction product. The product is: [C:1]([O:5][C:6]([N:8]1[CH2:13][CH2:12][CH:11]([N:14]([C:35]([C:33]2[CH:32]=[CH:31][N:30]=[C:29]([S:28][CH3:27])[N:34]=2)=[O:36])[N:15]([C:17](=[O:26])[CH2:18][C:19]2[CH:20]=[CH:21][C:22]([F:25])=[CH:23][CH:24]=2)[CH3:16])[CH2:10][CH2:9]1)=[O:7])([CH3:4])([CH3:2])[CH3:3].